From a dataset of Full USPTO retrosynthesis dataset with 1.9M reactions from patents (1976-2016). Predict the reactants needed to synthesize the given product. Given the product [C:22]([C:12]1[N:11]([C:24]2[CH:29]=[CH:28][C:27]([O:30][CH3:31])=[CH:26][CH:25]=2)[C:10]([C:32]([N:34]([CH3:35])[CH3:36])=[O:33])=[C:9]([OH:8])[C:13]=1[OH:14])#[N:23], predict the reactants needed to synthesize it. The reactants are: C([O:8][C:9]1[C:13]([O:14]CC2C=CC=CC=2)=[C:12]([C:22]#[N:23])[N:11]([C:24]2[CH:29]=[CH:28][C:27]([O:30][CH3:31])=[CH:26][CH:25]=2)[C:10]=1[C:32]([N:34]([CH3:36])[CH3:35])=[O:33])C1C=CC=CC=1.